Dataset: Forward reaction prediction with 1.9M reactions from USPTO patents (1976-2016). Task: Predict the product of the given reaction. (1) Given the reactants [Cl:1][C:2]1[C:3](/[CH:16]=[CH:17]/[CH2:18][O:19][Si](C)(C)C)=[C:4]([C:12]([O:14][CH3:15])=[O:13])[C:5]2[O:9][C:8]([CH3:10])=[CH:7][C:6]=2[CH:11]=1.CCCC[N+](CCCC)(CCCC)CCCC.[F-], predict the reaction product. The product is: [Cl:1][C:2]1[C:3](/[CH:16]=[CH:17]/[CH2:18][OH:19])=[C:4]([C:12]([O:14][CH3:15])=[O:13])[C:5]2[O:9][C:8]([CH3:10])=[CH:7][C:6]=2[CH:11]=1. (2) Given the reactants [C:1]([C:3]1[CH:4]=[C:5]([C:14]([OH:16])=[O:15])[S:6][C:7]=1[N:8]1[CH2:13][CH2:12][O:11][CH2:10][CH2:9]1)#[N:2].C([Li])CCC.[Cl:22][C:23]1[CH:30]=[CH:29][C:26]([CH:27]=O)=[CH:25][CH:24]=1, predict the reaction product. The product is: [Cl:22][C:23]1[CH:30]=[CH:29][C:26]([CH:27]2[O:15][C:14](=[O:16])[C:5]3[S:6][C:7]([N:8]4[CH2:13][CH2:12][O:11][CH2:10][CH2:9]4)=[C:3]([C:1]#[N:2])[C:4]2=3)=[CH:25][CH:24]=1. (3) Given the reactants C(=O)([O-])[O-].[Cs+].[Cs+].[F:7][C:8]1[C:9]([I:15])=[CH:10][C:11](=[O:14])[NH:12][CH:13]=1.Br[CH2:17][CH2:18][C:19]([CH3:29])([S:25]([CH3:28])(=[O:27])=[O:26])[C:20]([O:22][CH2:23][CH3:24])=[O:21], predict the reaction product. The product is: [F:7][C:8]1[C:9]([I:15])=[CH:10][C:11](=[O:14])[N:12]([CH2:17][CH2:18][C@@:19]([CH3:29])([S:25]([CH3:28])(=[O:27])=[O:26])[C:20]([O:22][CH2:23][CH3:24])=[O:21])[CH:13]=1. (4) Given the reactants [CH:1]1([C:4]2[CH:9]=[CH:8][C:7]([N:10]3[CH2:14][CH2:13][C:12]4([CH2:19][CH2:18][NH:17][CH2:16][CH2:15]4)[C:11]3=[O:20])=[CH:6][CH:5]=2)[CH2:3][CH2:2]1.O=C(Cl)[O:23][C:24](Cl)(Cl)Cl.[CH2:29]([NH:33][CH3:34])[CH:30]([CH3:32])[CH3:31], predict the reaction product. The product is: [CH2:29]([N:33]([CH3:34])[C:24]([N:17]1[CH2:18][CH2:19][C:12]2([C:11](=[O:20])[N:10]([C:7]3[CH:8]=[CH:9][C:4]([CH:1]4[CH2:3][CH2:2]4)=[CH:5][CH:6]=3)[CH2:14][CH2:13]2)[CH2:15][CH2:16]1)=[O:23])[CH:30]([CH3:32])[CH3:31]. (5) Given the reactants [CH:1]1([O:6][C:7]2[CH:12]=[C:11]([F:13])[CH:10]=[CH:9][C:8]=2[N+:14]([O-:16])=[O:15])[CH2:5][CH:4]=[CH:3][CH2:2]1.ClC1C=C(C=CC=1)C(OO)=[O:22], predict the reaction product. The product is: [F:13][C:11]1[CH:10]=[CH:9][C:8]([N+:14]([O-:16])=[O:15])=[C:7]([CH:12]=1)[O:6][CH:1]1[CH2:5][CH:4]2[CH:3]([O:22]2)[CH2:2]1. (6) Given the reactants [CH3:1][C:2]1[C:6]2[CH:7]=[CH:8][CH:9]=[CH:10][C:5]=2[S:4][C:3]=1[S:11](Cl)(=[O:13])=[O:12].[NH2:15][C:16]1[CH:17]=[C:18]([C:22]2[NH:26][N:25]=[N:24][N:23]=2)[CH:19]=[CH:20][CH:21]=1, predict the reaction product. The product is: [CH3:1][C:2]1[C:6]2[CH:7]=[CH:8][CH:9]=[CH:10][C:5]=2[S:4][C:3]=1[S:11]([NH:15][C:16]1[CH:21]=[CH:20][CH:19]=[C:18]([C:22]2[NH:26][N:25]=[N:24][N:23]=2)[CH:17]=1)(=[O:13])=[O:12].